Dataset: Forward reaction prediction with 1.9M reactions from USPTO patents (1976-2016). Task: Predict the product of the given reaction. Given the reactants [C:1]([C:5]1[N:6]([CH3:27])[CH:7]=[C:8]([C:10]2[CH:15]=[CH:14][N:13]=[C:12]3[N:16](OCC[Si](C)(C)C)[C:17](C)=[CH:18][C:11]=23)[N:9]=1)([CH3:4])([CH3:3])[CH3:2].[C:28]([OH:34])([C:30]([F:33])([F:32])[F:31])=[O:29].CO.[NH4+].[OH-], predict the reaction product. The product is: [F:31][C:30]([F:33])([F:32])[C:28]([OH:34])=[O:29].[C:1]([C:5]1[N:6]([CH3:27])[CH:7]=[C:8]([C:10]2[CH:15]=[CH:14][N:13]=[C:12]3[NH:16][CH:17]=[CH:18][C:11]=23)[N:9]=1)([CH3:4])([CH3:2])[CH3:3].